Predict the product of the given reaction. From a dataset of Forward reaction prediction with 1.9M reactions from USPTO patents (1976-2016). (1) Given the reactants [CH3:1][O:2][C:3]1[CH:4]=[C:5]([O:12][CH2:13][C@H:14]2[CH2:18][CH2:17][CH2:16][N:15]2[C:19]([C@H:21]2[CH2:26][CH2:25][C@H:24]([C:27]([F:30])([F:29])[F:28])[CH2:23][CH2:22]2)=[O:20])[C:6]([C:9](O)=[O:10])=[N:7][CH:8]=1.[Cl-].[NH4+].Cl.C([N:36]=C=NCCCN(C)C)C.O.ON1C2C=CC=CC=2N=N1.C(N(CC)CC)C, predict the reaction product. The product is: [CH3:1][O:2][C:3]1[CH:4]=[C:5]([O:12][CH2:13][C@H:14]2[CH2:18][CH2:17][CH2:16][N:15]2[C:19]([C@H:21]2[CH2:22][CH2:23][C@H:24]([C:27]([F:28])([F:29])[F:30])[CH2:25][CH2:26]2)=[O:20])[C:6]([C:9]([NH2:36])=[O:10])=[N:7][CH:8]=1. (2) Given the reactants [CH3:1][CH:2]1[O:7][S:6](=[O:8])[N:5]([C:9]([O:11][C:12]([CH3:15])([CH3:14])[CH3:13])=[O:10])[CH2:4][CH2:3]1.I([O-])(=O)(=O)=[O:17].[Na+].Cl, predict the reaction product. The product is: [CH3:1][CH:2]1[O:7][S:6](=[O:17])(=[O:8])[N:5]([C:9]([O:11][C:12]([CH3:14])([CH3:13])[CH3:15])=[O:10])[CH2:4][CH2:3]1. (3) Given the reactants [CH3:1][C:2]1[C:3]([C:19]([O:21][CH2:22][CH3:23])=[O:20])=[C:4]2[CH:9]=[CH:8][CH:7]=[N:6][N:5]2[C:10]=1[C:11]([N:13]1[CH2:18][CH2:17][NH:16][CH2:15][CH2:14]1)=[O:12].C(N(CC)CC)C.[CH3:31][S:32](Cl)(=[O:34])=[O:33], predict the reaction product. The product is: [CH3:1][C:2]1[C:3]([C:19]([O:21][CH2:22][CH3:23])=[O:20])=[C:4]2[CH:9]=[CH:8][CH:7]=[N:6][N:5]2[C:10]=1[C:11]([N:13]1[CH2:14][CH2:15][N:16]([S:32]([CH3:31])(=[O:34])=[O:33])[CH2:17][CH2:18]1)=[O:12].